This data is from Full USPTO retrosynthesis dataset with 1.9M reactions from patents (1976-2016). The task is: Predict the reactants needed to synthesize the given product. (1) Given the product [NH2:7][C@H:2]1[CH2:3][CH2:4][CH2:5][CH2:6][C@@H:1]1[NH:8][CH:10]1[CH2:15][CH2:14][N:13]([C:16]([O:18][C:19]([CH3:22])([CH3:21])[CH3:20])=[O:17])[CH2:12][CH2:11]1, predict the reactants needed to synthesize it. The reactants are: [C@H:1]1([NH2:8])[CH2:6][CH2:5][CH2:4][CH2:3][C@@H:2]1[NH2:7].O=[C:10]1[CH2:15][CH2:14][N:13]([C:16]([O:18][C:19]([CH3:22])([CH3:21])[CH3:20])=[O:17])[CH2:12][CH2:11]1.C(O[BH-](OC(=O)C)OC(=O)C)(=O)C.[Na+].C(=O)([O-])O.[Na+]. (2) Given the product [NH:9]1[CH2:14][CH2:13][O:12][C@@H:11]([C:15]2[CH:16]=[CH:17][C:18]([NH:21][C:22]3[CH:27]=[CH:26][CH:25]=[CH:24][N:23]=3)=[CH:19][CH:20]=2)[CH2:10]1, predict the reactants needed to synthesize it. The reactants are: C1([C@H]([N:9]2[CH2:14][CH2:13][O:12][C@@H:11]([C:15]3[CH:20]=[CH:19][C:18]([NH:21][C:22]4[CH:27]=[CH:26][CH:25]=[CH:24][N:23]=4)=[CH:17][CH:16]=3)[CH2:10]2)C)C=CC=CC=1.C([O-])=O.[NH4+].CO.O. (3) Given the product [S:18]1[C:19]2[CH:25]=[CH:24][CH:23]=[CH:22][C:20]=2[N:21]=[C:17]1[NH:15][N:16]=[C:7]([CH:1]1[CH2:6][CH2:5][CH2:4][CH2:3][CH2:2]1)[C:9]1[CH:14]=[CH:13][CH:12]=[CH:11][N:10]=1, predict the reactants needed to synthesize it. The reactants are: [CH:1]1([C:7]([C:9]2[CH:14]=[CH:13][CH:12]=[CH:11][N:10]=2)=O)[CH2:6][CH2:5][CH2:4][CH2:3][CH2:2]1.[NH:15]([C:17]1[S:18][C:19]2[CH:25]=[CH:24][CH:23]=[CH:22][C:20]=2[N:21]=1)[NH2:16]. (4) Given the product [Br:27][CH:11]1[C:10](=[O:13])[CH:9]=[C:8]([C:14]2[CH:15]=[CH:16][C:17]([O:20][CH3:21])=[CH:18][CH:19]=2)[C:7]2[CH:22]=[C:3]([O:2][CH3:1])[C:4]([O:25][CH3:26])=[C:5]([O:23][CH3:24])[C:6]=2[O:12]1.[Br-:27], predict the reactants needed to synthesize it. The reactants are: [CH3:1][O:2][C:3]1[C:4]([O:25][CH3:26])=[C:5]([O:23][CH3:24])[C:6]2[O:12][CH2:11][C:10](=[O:13])[CH:9]=[C:8]([C:14]3[CH:19]=[CH:18][C:17]([O:20][CH3:21])=[CH:16][CH:15]=3)[C:7]=2[CH:22]=1.[Br-:27].[Br-].[Br-].C1([N+](C)(C)C)C=CC=CC=1.C1([N+](C)(C)C)C=CC=CC=1.C1([N+](C)(C)C)C=CC=CC=1.